This data is from Catalyst prediction with 721,799 reactions and 888 catalyst types from USPTO. The task is: Predict which catalyst facilitates the given reaction. (1) Reactant: [CH2:1]([C@H:3]1[C:7]2=[N:8][CH:9]=[C:10]([C:12]([NH:14][C@H:15]([C:18]3[CH:23]=[CH:22][C:21]([S:24]([CH2:27][CH3:28])(=[O:26])=[O:25])=[CH:20][CH:19]=3)[CH2:16][OH:17])=[O:13])[CH:11]=[C:6]2[CH2:5][NH:4]1)[CH3:2].[F:29][C:30]([F:40])([F:39])[C@H:31]1[CH2:36][CH2:35][C@H:34]([CH:37]=O)[CH2:33][CH2:32]1.[C:41](O)(=O)C.C([BH3-])#N.[Na+]. Product: [CH2:1]([C@H:3]1[C:7]2=[N:8][CH:9]=[C:10]([C:12]([NH:14][C@H:15]([C:18]3[CH:23]=[CH:22][C:21]([S:24]([CH2:27][CH3:28])(=[O:26])=[O:25])=[CH:20][CH:19]=3)[CH2:16][O:17][CH3:41])=[O:13])[CH:11]=[C:6]2[CH2:5][N:4]1[CH2:37][C@H:34]1[CH2:35][CH2:36][C@H:31]([C:30]([F:40])([F:39])[F:29])[CH2:32][CH2:33]1)[CH3:2]. The catalyst class is: 5. (2) Reactant: [OH:1][C:2]1[CH:3]=[C:4]([CH:14]=[C:15]([O:17][CH2:18][C:19]2[CH:24]=[CH:23][CH:22]=[CH:21][CH:20]=2)[CH:16]=1)[C:5]([NH:7][C:8]1[CH:12]=[CH:11][N:10]([CH3:13])[N:9]=1)=[O:6].CC1C=CC(S(O[C@H:36]2[CH2:40][CH2:39][O:38][CH2:37]2)(=O)=O)=CC=1.C(=O)([O-])[O-].[K+].[K+]. Product: [CH3:13][N:10]1[CH:11]=[CH:12][C:8]([NH:7][C:5](=[O:6])[C:4]2[CH:3]=[C:2]([O:1][C@@H:36]3[CH2:40][CH2:39][O:38][CH2:37]3)[CH:16]=[C:15]([O:17][CH2:18][C:19]3[CH:24]=[CH:23][CH:22]=[CH:21][CH:20]=3)[CH:14]=2)=[N:9]1. The catalyst class is: 10. (3) Reactant: [N+:1]([C:4]1[CH:5]=[C:6](/[CH:13]=[CH:14]/[C:15]2[CH:20]=[CH:19][C:18]([O:21]C(=O)C)=[CH:17][CH:16]=2)[CH:7]=[C:8]([N+:10]([O-])=O)[CH:9]=1)([O-])=O. Product: [NH2:1][C:4]1[CH:5]=[C:6]([CH:7]=[C:8]([NH2:10])[CH:9]=1)[CH2:13][CH2:14][C:15]1[CH:16]=[CH:17][C:18]([OH:21])=[CH:19][CH:20]=1. The catalyst class is: 19. (4) Reactant: [Br:1][C:2]1[CH:7]=[CH:6][C:5]([O:8]C)=[CH:4][C:3]=1[N+:10]([O-:12])=[O:11].B(Br)(Br)Br.O. Product: [Br:1][C:2]1[CH:7]=[CH:6][C:5]([OH:8])=[CH:4][C:3]=1[N+:10]([O-:12])=[O:11]. The catalyst class is: 2. (5) Reactant: [F:1][C:2]([F:7])([F:6])[C:3]([OH:5])=[O:4].C(OC([N:15]1[CH2:18][CH:17]([C:19](=[O:21])[CH3:20])[CH2:16]1)=O)(C)(C)C. Product: [OH:5][C:3]([C:2]([F:7])([F:6])[F:1])=[O:4].[NH:15]1[CH2:18][CH:17]([C:19](=[O:21])[CH3:20])[CH2:16]1. The catalyst class is: 4. (6) Reactant: C([O:5][C:6](=[O:38])[CH:7]([NH:11][S:12]([C:15]1[CH:20]=[CH:19][C:18]([C:21]2[CH:26]=[CH:25][C:24]([CH2:27][O:28][C:29]3[S:30][C:31]4[CH:37]=[CH:36][CH:35]=[CH:34][C:32]=4[N:33]=3)=[CH:23][CH:22]=2)=[CH:17][CH:16]=1)(=[O:14])=[O:13])[CH:8]([CH3:10])[CH3:9])(C)(C)C.C(O)(C(F)(F)F)=O. Product: [S:30]1[C:31]2[CH:37]=[CH:36][CH:35]=[CH:34][C:32]=2[N:33]=[C:29]1[O:28][CH2:27][C:24]1[CH:25]=[CH:26][C:21]([C:18]2[CH:19]=[CH:20][C:15]([S:12]([NH:11][CH:7]([CH:8]([CH3:10])[CH3:9])[C:6]([OH:38])=[O:5])(=[O:14])=[O:13])=[CH:16][CH:17]=2)=[CH:22][CH:23]=1. The catalyst class is: 2.